Dataset: Reaction yield outcomes from USPTO patents with 853,638 reactions. Task: Predict the reaction yield, written as a fraction of the theoretical maximum amount of product (1.0 means a 100% yield; for example, 0.34 means a 34% yield). (1) The reactants are [F:1][C:2]([C:5]1[CH:9]=[C:8]([NH2:10])[O:7][N:6]=1)([CH3:4])[CH3:3].C(=O)([O-])[O-].[K+].[K+].Cl[C:18]([O:20][C:21]1[CH:26]=[CH:25][C:24]([Cl:27])=[CH:23][CH:22]=1)=[O:19]. The catalyst is C1COCC1. The product is [F:1][C:2]([C:5]1[CH:9]=[C:8]([NH:10][C:18](=[O:19])[O:20][C:21]2[CH:26]=[CH:25][C:24]([Cl:27])=[CH:23][CH:22]=2)[O:7][N:6]=1)([CH3:4])[CH3:3]. The yield is 0.710. (2) The reactants are [O:1]1[CH:5]=[CH:4][CH:3]=[C:2]1B(O)O.C(=O)([O-])[O-].[K+].[K+].Br[C:16]1[CH:17]=[C:18]([OH:35])[C:19]([C:26]([NH:28][CH2:29][C:30]([O:32]CC)=[O:31])=[O:27])=[C:20]2[C:25]=1[N:24]=[CH:23][CH:22]=[N:21]2.[OH-].[Na+]. The catalyst is O1CCOCC1.O.CO.C1C=CC([P]([Pd]([P](C2C=CC=CC=2)(C2C=CC=CC=2)C2C=CC=CC=2)([P](C2C=CC=CC=2)(C2C=CC=CC=2)C2C=CC=CC=2)[P](C2C=CC=CC=2)(C2C=CC=CC=2)C2C=CC=CC=2)(C2C=CC=CC=2)C2C=CC=CC=2)=CC=1. The product is [O:1]1[CH:5]=[CH:4][CH:3]=[C:2]1[C:16]1[CH:17]=[C:18]([OH:35])[C:19]([C:26]([NH:28][CH2:29][C:30]([OH:32])=[O:31])=[O:27])=[C:20]2[C:25]=1[N:24]=[CH:23][CH:22]=[N:21]2. The yield is 0.311. (3) The reactants are C([O:3][C:4](=[O:42])[C@H:5]([CH2:35][CH2:36][C:37]([O:39]CC)=[O:38])[NH:6][C:7](=[O:34])[C:8]1[CH:13]=[CH:12][C:11]([NH:14][S:15]([C:18]2[CH:19]=[CH:20][C:21]3[CH2:30][CH2:29][C:28]4[N:27]=[C:26]([CH3:31])[NH:25][C:24](=[O:32])[C:23]=4[C:22]=3[CH:33]=2)(=[O:17])=[O:16])=[CH:10][CH:9]=1)C.Cl. No catalyst specified. The product is [CH3:31][C:26]1[NH:25][C:24](=[O:32])[C:23]2[C:22]3[CH:33]=[C:18]([S:15]([NH:14][C:11]4[CH:12]=[CH:13][C:8]([C:7]([NH:6][C@H:5]([C:4]([OH:42])=[O:3])[CH2:35][CH2:36][C:37]([OH:39])=[O:38])=[O:34])=[CH:9][CH:10]=4)(=[O:16])=[O:17])[CH:19]=[CH:20][C:21]=3[CH2:30][CH2:29][C:28]=2[N:27]=1. The yield is 0.960. (4) The reactants are [CH:1]([C:3]1[C:11]2[C:6](=[CH:7][CH:8]=[CH:9][CH:10]=2)[NH:5][C:4]=1[C:12]1[CH:19]=[CH:18][C:15]([C:16]#[N:17])=[CH:14][CH:13]=1)=O.[Cl:20][C:21]1[CH:26]=[CH:25][C:24]([S:27]([CH2:30][C:31]#[N:32])(=[O:29])=[O:28])=[CH:23][CH:22]=1. No catalyst specified. The product is [Cl:20][C:21]1[CH:22]=[CH:23][C:24]([S:27]([C:30]([C:31]#[N:32])=[CH:1][C:3]2[C:11]3[C:6](=[CH:7][CH:8]=[CH:9][CH:10]=3)[NH:5][C:4]=2[C:12]2[CH:19]=[CH:18][C:15]([C:16]#[N:17])=[CH:14][CH:13]=2)(=[O:28])=[O:29])=[CH:25][CH:26]=1. The yield is 0.370. (5) The reactants are [CH3:1][O:2][C:3](=[O:21])[C:4]1[CH:9]=[C:8]([C:10](=[O:15])[CH2:11][CH2:12][O:13][CH3:14])[C:7]([C:16]([F:19])([F:18])[F:17])=[CH:6][C:5]=1[NH2:20].[C:22](Cl)(Cl)=[O:23]. The catalyst is C1(C)C=CC=CC=1. The product is [CH3:1][O:2][C:3](=[O:21])[C:4]1[CH:9]=[C:8]([C:10](=[O:15])[CH2:11][CH2:12][O:13][CH3:14])[C:7]([C:16]([F:17])([F:19])[F:18])=[CH:6][C:5]=1[N:20]=[C:22]=[O:23]. The yield is 1.00. (6) The reactants are [C:1]1(=[O:11])[NH:5][C:4](=[O:6])[C:3]2=[CH:7][CH:8]=[CH:9][CH:10]=[C:2]12.[H-].[Na+].F[C:15]1[CH:20]=[CH:19][C:18]([N+:21]([O-:23])=[O:22])=[C:17]([CH2:24][C:25]([O:29][CH3:30])([O:27][CH3:28])[CH3:26])[C:16]=1[F:31]. The catalyst is CN(C=O)C. The product is [CH3:30][O:29][C:25]([O:27][CH3:28])([CH3:26])[CH2:24][C:17]1[C:16]([F:31])=[C:15]([N:5]2[C:1](=[O:11])[C:2]3=[CH:10][CH:9]=[CH:8][CH:7]=[C:3]3[C:4]2=[O:6])[CH:20]=[CH:19][C:18]=1[N+:21]([O-:23])=[O:22]. The yield is 0.630. (7) The reactants are [CH2:1]([C:5]1[N:9]([CH2:10][C:11]2[CH:16]=[CH:15][C:14]([C:17]3[C:18]([C:23]#[N:24])=[CH:19][CH:20]=[CH:21][CH:22]=3)=[CH:13][CH:12]=2)[C:8](=[O:25])[NH:7][N:6]=1)[CH2:2][CH2:3][CH3:4].[H-].[Na+].Br[CH2:29][C:30]([C:32]1[CH:37]=[CH:36][C:35]([O:38][CH3:39])=[CH:34][CH:33]=1)=[O:31].[Cl-].O[NH3+:42].[C:43](=[O:46])([O-])[OH:44].[Na+]. The catalyst is C(OCC)(=O)C.CS(C)=O.CN(C)C=O. The product is [CH2:1]([C:5]1[N:9]([CH2:10][C:11]2[CH:16]=[CH:15][C:14]([C:17]3[CH:22]=[CH:21][CH:20]=[CH:19][C:18]=3[C:23]3[NH:42][C:43](=[O:46])[O:44][N:24]=3)=[CH:13][CH:12]=2)[C:8](=[O:25])[N:7]([CH2:29][C:30]([C:32]2[CH:37]=[CH:36][C:35]([O:38][CH3:39])=[CH:34][CH:33]=2)=[O:31])[N:6]=1)[CH2:2][CH2:3][CH3:4]. The yield is 0.0300. (8) The reactants are [NH2:1][C@H:2]1[CH2:7][CH2:6][C@H:5]([NH:8][C:9](=[O:15])[O:10][C:11]([CH3:14])([CH3:13])[CH3:12])[CH2:4][CH2:3]1.Cl[C:17]1[CH:22]=[CH:21][CH:20]=[CH:19][C:18]=1[N+:23]([O-:25])=[O:24].C([O-])([O-])=O.[K+].[K+]. The catalyst is CN(C=O)C.CCOC(C)=O. The product is [N+:23]([C:18]1[CH:19]=[CH:20][CH:21]=[CH:22][C:17]=1[NH:1][C@H:2]1[CH2:7][CH2:6][C@H:5]([NH:8][C:9](=[O:15])[O:10][C:11]([CH3:12])([CH3:14])[CH3:13])[CH2:4][CH2:3]1)([O-:25])=[O:24]. The yield is 0.330.